Dataset: Catalyst prediction with 721,799 reactions and 888 catalyst types from USPTO. Task: Predict which catalyst facilitates the given reaction. (1) Reactant: Br[C:2]1[C:3]2[C:8]([C:9]3[CH:10]=[CH:11][CH:12]=[CH:13][C:14]=3[CH:15]=1)=[CH:7][CH:6]=[CH:5][CH:4]=2.[CH:16]([C:18]1[CH:23]=[CH:22][CH:21]=[CH:20][C:19]=1B(O)O)=[O:17].C(=O)([O-])[O-].[Na+].[Na+]. Product: [CH:16]([C:18]1[CH:23]=[CH:22][CH:21]=[CH:20][C:19]=1[C:2]1[C:3]2[C:8]([C:9]3[CH:10]=[CH:11][CH:12]=[CH:13][C:14]=3[CH:15]=1)=[CH:7][CH:6]=[CH:5][CH:4]=2)=[O:17]. The catalyst class is: 276. (2) Reactant: [Si]([O:8][CH2:9][C:10]1[CH:15]=[CH:14][N:13]=[C:12]([NH:16][C:17]([NH2:19])=[S:18])[CH:11]=1)(C(C)(C)C)(C)C.Cl[CH2:21][C:22]([CH3:24])=O. Product: [CH3:24][C:22]1[N:19]=[C:17]([NH:16][C:12]2[CH:11]=[C:10]([CH2:9][OH:8])[CH:15]=[CH:14][N:13]=2)[S:18][CH:21]=1. The catalyst class is: 8.